From a dataset of Full USPTO retrosynthesis dataset with 1.9M reactions from patents (1976-2016). Predict the reactants needed to synthesize the given product. (1) Given the product [Cl:9][C:6]1[N:5]=[C:4]([CH3:10])[N:3]=[C:2]([NH:15][CH2:14][CH2:13][S:12][CH3:11])[C:7]=1[NH2:8], predict the reactants needed to synthesize it. The reactants are: Cl[C:2]1[C:7]([NH2:8])=[C:6]([Cl:9])[N:5]=[C:4]([CH3:10])[N:3]=1.[CH3:11][S:12][CH2:13][CH2:14][NH2:15].C(N(CC)CC)C. (2) The reactants are: [CH2:1]([C:5]1[CH2:10][CH2:9][CH:8]([NH:11][C:12](=[O:23])[CH2:13][C:14]2[CH:19]=[CH:18][C:17]([OH:20])=[C:16]([O:21][CH3:22])[CH:15]=2)[CH2:7][CH:6]=1)[CH2:2][CH2:3][CH3:4]. Given the product [CH2:1]([CH:5]1[CH2:10][CH2:9][CH:8]([NH:11][C:12](=[O:23])[CH2:13][C:14]2[CH:19]=[CH:18][C:17]([OH:20])=[C:16]([O:21][CH3:22])[CH:15]=2)[CH2:7][CH2:6]1)[CH2:2][CH2:3][CH3:4], predict the reactants needed to synthesize it. (3) The reactants are: F[B-](F)(F)F.[CH3:6][O+:7]([CH3:9])C.[C:10]1(=[O:27])[N:14]([CH:15]2[CH2:20][CH2:19][CH2:18][NH:17]C2=O)[C:13](=[O:22])[C:12]2=[CH:23][CH:24]=[CH:25][CH:26]=[C:11]12.C(=O)([O-])O.[Na+]. Given the product [CH3:6][O:7][C:9]1[CH:15]([N:14]2[C:10](=[O:27])[C:11]3[C:12](=[CH:23][CH:24]=[CH:25][CH:26]=3)[C:13]2=[O:22])[CH2:20][CH2:19][CH2:18][N:17]=1, predict the reactants needed to synthesize it. (4) Given the product [CH3:57][CH:9]1[NH:8][CH2:13][CH2:12][N:11]([C:14]2[C:23]([O:24][CH3:25])=[C:22]3[C:17]([C:18](=[O:55])[C:19]([C:29]([O:31][C:32]4[CH:37]=[CH:36][C:35]([CH:38]([P:47]([OH:49])([OH:52])=[O:48])[P:39]([OH:41])([OH:44])=[O:40])=[CH:34][CH:33]=4)=[O:30])=[CH:20][N:21]3[CH:26]3[CH2:28][CH2:27]3)=[CH:16][C:15]=2[F:56])[CH2:10]1, predict the reactants needed to synthesize it. The reactants are: C(OC([N:8]1[CH2:13][CH2:12][N:11]([C:14]2[C:23]([O:24][CH3:25])=[C:22]3[C:17]([C:18](=[O:55])[C:19]([C:29]([O:31][C:32]4[CH:37]=[CH:36][C:35]([CH:38]([P:47]([O:52]CC)([O:49]CC)=[O:48])[P:39]([O:44]CC)([O:41]CC)=[O:40])=[CH:34][CH:33]=4)=[O:30])=[CH:20][N:21]3[CH:26]3[CH2:28][CH2:27]3)=[CH:16][C:15]=2[F:56])[CH2:10][CH:9]1[CH3:57])=O)(C)(C)C.C(OC(N1CCC[C@H]2CN(C3C(OC)=C4C(C(=O)C(C(OCC(=O)NC(P(OCC)(OCC)=O)P(OCC)(OCC)=O)=O)=CN4C4CC4)=CC=3F)C[C@@H]12)=O)(C)(C)C. (5) Given the product [CH3:29][N:30]([CH3:31])[CH2:32][C:33]([NH:14][C:5]1[CH:6]=[CH:7][C:2]([CH3:1])=[C:3]([N+:9]([O-:11])=[O:10])[CH:4]=1)=[O:34], predict the reactants needed to synthesize it. The reactants are: [CH3:1][C:2]1[CH:7]=[C:6](N)[CH:5]=[CH:4][C:3]=1[N+:9]([O-:11])=[O:10].C([N:14](CC)CC)C.CN(C1C=CC=CN=1)C.Cl.[CH3:29][N:30]([CH2:32][C:33](Cl)=[O:34])[CH3:31].C(=O)(O)[O-].[Na+]. (6) Given the product [C:1]1([CH:7]([C:9]2[CH:18]=[C:17]3[C:12]([CH:13]=[C:14]([C:23]([O:25][CH2:26][CH3:27])=[O:24])[CH:15]([C:19]([F:21])([F:22])[F:20])[O:16]3)=[CH:11][CH:10]=2)[CH3:8])[CH:6]=[CH:5][CH:4]=[CH:3][CH:2]=1, predict the reactants needed to synthesize it. The reactants are: [C:1]1([C:7]([C:9]2[CH:18]=[C:17]3[C:12]([CH:13]=[C:14]([C:23]([O:25][CH2:26][CH3:27])=[O:24])[CH:15]([C:19]([F:22])([F:21])[F:20])[O:16]3)=[CH:11][CH:10]=2)=[CH2:8])[CH:6]=[CH:5][CH:4]=[CH:3][CH:2]=1. (7) The reactants are: C(O)(C(F)(F)F)=O.[F:8][C:9]1[CH:14]=[CH:13][CH:12]=[C:11]([F:15])[C:10]=1[C:16]1[S:17][CH:18]=[C:19]([C:21]([NH:23][C:24]2[C:25]([N:33]3[CH2:38][CH2:37][CH2:36][C@H:35]([NH:39]C(=O)OC(C)(C)C)[CH2:34]3)=[C:26]3[CH:32]=[CH:31][S:30][C:27]3=[N:28][CH:29]=2)=[O:22])[N:20]=1. Given the product [NH2:39][C@H:35]1[CH2:36][CH2:37][CH2:38][N:33]([C:25]2[C:24]([NH:23][C:21]([C:19]3[N:20]=[C:16]([C:10]4[C:9]([F:8])=[CH:14][CH:13]=[CH:12][C:11]=4[F:15])[S:17][CH:18]=3)=[O:22])=[CH:29][N:28]=[C:27]3[S:30][CH:31]=[CH:32][C:26]=23)[CH2:34]1, predict the reactants needed to synthesize it.